The task is: Predict the reactants needed to synthesize the given product.. This data is from Full USPTO retrosynthesis dataset with 1.9M reactions from patents (1976-2016). Given the product [C:1]([C:5]1[CH:6]=[C:7]([O:10][CH2:12][C:13]2[CH:22]=[CH:21][C:16]([C:17]([O:19][CH3:20])=[O:18])=[CH:15][CH:14]=2)[N:8]([CH2:12][C:13]2[CH:22]=[CH:21][C:16]([C:23]([O:32][CH3:31])=[O:26])=[CH:15][CH:14]=2)[N:9]=1)([CH3:4])([CH3:3])[CH3:2], predict the reactants needed to synthesize it. The reactants are: [C:1]([C:5]1[CH2:6][C:7](=[O:10])[NH:8][N:9]=1)([CH3:4])([CH3:3])[CH3:2].Br[CH2:12][C:13]1[CH:22]=[CH:21][C:16]([C:17]([O:19][CH3:20])=[O:18])=[CH:15][CH:14]=1.[C:23](=[O:26])([O-])[O-].[K+].[K+].CN(C)[CH:31]=[O:32].